From a dataset of Forward reaction prediction with 1.9M reactions from USPTO patents (1976-2016). Predict the product of the given reaction. (1) Given the reactants [Cl:1][C:2]1[CH:23]=[CH:22][C:5]2[NH:6][C:7](=[N:9][C:10](=[O:21])[C:11]3[CH:16]=[CH:15][CH:14]=[C:13]([C:17]([F:20])([F:19])[F:18])[CH:12]=3)[S:8][C:4]=2[C:3]=1[F:24].C(=O)([O-])[O-].[K+].[K+].Br[CH2:32][C:33]([O:35]CC)=[O:34], predict the reaction product. The product is: [Cl:1][C:2]1[CH:23]=[CH:22][C:5]2[N:6]([CH2:32][C:33]([OH:35])=[O:34])[C:7](=[N:9][C:10](=[O:21])[C:11]3[CH:16]=[CH:15][CH:14]=[C:13]([C:17]([F:20])([F:18])[F:19])[CH:12]=3)[S:8][C:4]=2[C:3]=1[F:24]. (2) The product is: [CH2:92]([N:96]([CH3:108])[C:97](=[O:98])[C:33]1[CH:37]=[CH:38][CH:39]=[C:31]([C:29]([NH:28][C@@H:18]([CH2:19][C:20]2[CH:21]=[C:22]([F:27])[CH:23]=[C:24]([F:26])[CH:25]=2)[C@H:17]([OH:40])[C@H:68]2[CH2:69][C:58]([OH:125])([C:59]3[CH:60]=[CH:61][CH:62]=[CH:63][CH:64]=3)[CH2:57][NH:67]2)=[O:30])[CH:32]=1)[CH2:93][CH2:94][CH3:95]. Given the reactants C(OC(N1C[C@H](OCCC)C[C@@H]1[C@@H:17]([O:40][Si](C(C)(C)C)(C)C)[C@@H:18]([NH:28][C:29]([C:31]1[CH:32]=[C:33]([CH:37]=[CH:38][CH:39]=1)C(O)=O)=[O:30])[CH2:19][C:20]1[CH:25]=[C:24]([F:26])[CH:23]=[C:22]([F:27])[CH:21]=1)=O)(C)(C)C.[Si](O[C@H]([C@H]1C[C@@H](O)CN1C(OC(C)(C)C)=O)[C@@H:57]([NH:67][C:68](=O)[C:69]1C=CC=C(C(=O)N)C=1)[CH2:58][C:59]1[CH:64]=[C:63](F)[CH:62]=[C:61](F)[CH:60]=1)(C(C)(C)C)(C)C.[CH2:92]([N:96]([CH3:108])[C:97](C1C=C(C=CC=1)C(O)=O)=[O:98])[CH2:93][CH2:94][CH3:95].CCN(C(C)C)C(C)C.CN(C([O:125]N1N=NC2C=CC=NC1=2)=[N+](C)C)C.F[P-](F)(F)(F)(F)F.[Si](O[C@H]([C@H]1C[C@@H](OCCC)CN1C(OC(C)(C)C)=O)[C@@H](NC(=O)C1C=CC=C(C(OC)=O)C=1)CC1C=C(F)C=C(F)C=1)(C(C)(C)C)(C)C, predict the reaction product. (3) The product is: [CH3:1][O:2][CH2:3][O:4][C@H:5]1[CH2:10][CH2:9][C@H:8]([NH2:11])[CH2:7][CH2:6]1.[CH3:1][O:2][CH2:3][O:4][CH:5]1[CH2:6][CH2:7][CH:8]([NH:11][C:12]([C:14]2[C:18]([NH2:19])=[CH:17][NH:16][N:15]=2)=[O:13])[CH2:9][CH2:10]1. Given the reactants [CH3:1][O:2][CH2:3][O:4][CH:5]1[CH2:10][CH2:9][CH:8]([NH:11][C:12]([C:14]2[C:18]([N+:19]([O-])=O)=[CH:17][NH:16][N:15]=2)=[O:13])[CH2:7][CH2:6]1, predict the reaction product. (4) Given the reactants [NH2:1][C:2]1[N:7]=[C:6](S(C)(=O)=O)[C:5]([C:12]#[N:13])=[C:4]([C:14]2[CH:19]=[C:18]([O:20][CH3:21])[C:17]([O:22][CH3:23])=[C:16]([O:24][CH3:25])[CH:15]=2)[N:3]=1.[CH2:26]([NH2:29])[CH2:27][CH3:28], predict the reaction product. The product is: [NH2:1][C:2]1[N:7]=[C:6]([NH:29][CH2:26][CH2:27][CH3:28])[C:5]([C:12]#[N:13])=[C:4]([C:14]2[CH:19]=[C:18]([O:20][CH3:21])[C:17]([O:22][CH3:23])=[C:16]([O:24][CH3:25])[CH:15]=2)[N:3]=1. (5) Given the reactants [CH2:1]([O:3][C:4](=[O:38])[C:5]1[CH:10]=[CH:9][CH:8]=[C:7]([N:11]2[C:15]([CH3:16])=[CH:14][CH:13]=[C:12]2[C:17]2[CH:22]=[C:21](Br)[CH:20]=[CH:19][C:18]=2[O:24][CH2:25][C:26]2[CH:31]=[CH:30][C:29]([C:32]3C=CC=CC=3)=[CH:28][CH:27]=2)[CH:6]=1)[CH3:2].C([Br:46])C1C=CC=CC=1, predict the reaction product. The product is: [CH2:1]([O:3][C:4](=[O:38])[C:5]1[CH:10]=[CH:9][CH:8]=[C:7]([N:11]2[C:15]([CH3:16])=[CH:14][CH:13]=[C:12]2[C:17]2[C:22]([Br:46])=[CH:21][CH:20]=[CH:19][C:18]=2[O:24][CH2:25][C:26]2[CH:27]=[CH:28][C:29]([CH3:32])=[CH:30][CH:31]=2)[CH:6]=1)[CH3:2]. (6) Given the reactants [Li+].[OH-].[CH:3]1([C@@H:9]2[NH:33][CH2:32][CH2:31][CH2:30][CH2:29][CH:28]=[CH:27][C:26]3[CH:34]=[C:22]([CH:23]=[CH:24][CH:25]=3)[C:21]3=[CH:35][C:17](=[CH:18][CH:19]=[CH:20]3)[CH2:16][O:15][C@H:14]3[CH2:36][N:11]([C@H:12]([C:37]([O:39]C)=[O:38])[CH2:13]3)[C:10]2=[O:41])[CH2:8][CH2:7][CH2:6][CH2:5][CH2:4]1, predict the reaction product. The product is: [CH:3]1([C@@H:9]2[NH:33][CH2:32][CH2:31][CH2:30][CH2:29][CH:28]=[CH:27][C:26]3[CH:34]=[C:22]([CH:23]=[CH:24][CH:25]=3)[C:21]3=[CH:35][C:17](=[CH:18][CH:19]=[CH:20]3)[CH2:16][O:15][C@H:14]3[CH2:36][N:11]([C@H:12]([C:37]([OH:39])=[O:38])[CH2:13]3)[C:10]2=[O:41])[CH2:8][CH2:7][CH2:6][CH2:5][CH2:4]1. (7) Given the reactants [NH2:1][C@H:2]([C:11]([OH:13])=[O:12])[CH2:3][C:4]1[CH:9]=[CH:8][C:7]([OH:10])=[CH:6][CH:5]=1.CO.[CH2:16](Br)[C:17]1[CH:22]=[CH:21][CH:20]=[CH:19][CH:18]=1, predict the reaction product. The product is: [NH2:1][C@@H:2]([CH2:3][C:4]1[CH:5]=[CH:6][C:7]([O:10][CH2:16][C:17]2[CH:22]=[CH:21][CH:20]=[CH:19][CH:18]=2)=[CH:8][CH:9]=1)[C:11]([OH:13])=[O:12].